Dataset: Forward reaction prediction with 1.9M reactions from USPTO patents (1976-2016). Task: Predict the product of the given reaction. (1) Given the reactants [CH2:1]([CH:3]1[C:16]2[C:11](=[CH:12][C:13]([CH3:17])=[CH:14][CH:15]=2)[C:10]2[CH:9]=[CH:8][CH:7]=[CH:6][C:5]=2[N:4]1[S:18]([C:21]1[CH:26]=[CH:25][C:24]([O:27]C)=[CH:23][CH:22]=1)(=[O:20])=[O:19])[CH3:2].B(Cl)(Cl)Cl.ClCCl, predict the reaction product. The product is: [CH2:1]([CH:3]1[C:16]2[C:11](=[CH:12][C:13]([CH3:17])=[CH:14][CH:15]=2)[C:10]2[CH:9]=[CH:8][CH:7]=[CH:6][C:5]=2[N:4]1[S:18]([C:21]1[CH:22]=[CH:23][C:24]([OH:27])=[CH:25][CH:26]=1)(=[O:20])=[O:19])[CH3:2]. (2) Given the reactants [CH3:1][C:2]1[CH:11]=[C:10]([N:12]2[CH2:17][CH2:16][N:15](C(OC(C)(C)C)=O)[CH2:14][CH2:13]2)[C:9]2[C:4](=[CH:5][CH:6]=[CH:7][CH:8]=2)[N:3]=1.FC(F)(F)C(O)=O, predict the reaction product. The product is: [CH3:1][C:2]1[CH:11]=[C:10]([N:12]2[CH2:17][CH2:16][NH:15][CH2:14][CH2:13]2)[C:9]2[C:4](=[CH:5][CH:6]=[CH:7][CH:8]=2)[N:3]=1. (3) Given the reactants [F:1][C:2]1[CH:3]=[C:4]([N:21]2[CH2:25][C@H:24]([CH2:26][N:27]3[CH:31]=[CH:30][N:29]=[N:28]3)[O:23][C:22]2=[O:32])[CH:5]=[CH:6][C:7]=1[C:8]1[CH:9]=[N:10][C:11]([C:14]2[CH2:18][C@@H:17]([CH2:19][OH:20])[O:16][N:15]=2)=[CH:12][CH:13]=1.Cl.[CH2:34]([N:36]([CH2:42][CH3:43])[CH2:37][CH2:38][C:39](O)=[O:40])[CH3:35].Cl.CN(C)CCCN=C=NCC, predict the reaction product. The product is: [CH2:34]([N:36]([CH2:42][CH3:43])[CH2:37][CH2:38][C:39]([O:20][CH2:19][C@H:17]1[O:16][N:15]=[C:14]([C:11]2[CH:12]=[CH:13][C:8]([C:7]3[CH:6]=[CH:5][C:4]([N:21]4[CH2:25][C@H:24]([CH2:26][N:27]5[CH:31]=[CH:30][N:29]=[N:28]5)[O:23][C:22]4=[O:32])=[CH:3][C:2]=3[F:1])=[CH:9][N:10]=2)[CH2:18]1)=[O:40])[CH3:35]. (4) The product is: [Cl:34][C:15]1[CH:14]=[C:13]([CH:18]=[CH:17][C:16]=1[CH:19]([CH3:33])[C:20]([OH:32])([C:25]1[CH:30]=[CH:29][N:28]=[C:27]([CH3:31])[CH:26]=1)[C:21]([F:23])([F:24])[F:22])[O:12][CH2:11][C:8]1[CH:7]=[CH:6][C:5]([C:4]([OH:35])=[O:3])=[CH:10][CH:9]=1. Given the reactants C([O:3][C:4](=[O:35])[C:5]1[CH:10]=[CH:9][C:8]([CH2:11][O:12][C:13]2[CH:18]=[CH:17][C:16]([CH:19]([CH3:33])[C:20]([OH:32])([C:25]3[CH:30]=[CH:29][N:28]=[C:27]([CH3:31])[CH:26]=3)[C:21]([F:24])([F:23])[F:22])=[C:15]([Cl:34])[CH:14]=2)=[CH:7][CH:6]=1)C.[Li+].[OH-], predict the reaction product. (5) Given the reactants [OH:1][CH2:2][CH2:3][C:4]([NH:7][C:8](=[O:17])[O:9][CH2:10][C:11]1[CH:16]=[CH:15][CH:14]=[CH:13][CH:12]=1)([CH3:6])[CH3:5], predict the reaction product. The product is: [CH3:6][C:4]([NH:7][C:8](=[O:17])[O:9][CH2:10][C:11]1[CH:16]=[CH:15][CH:14]=[CH:13][CH:12]=1)([CH2:3][CH:2]=[O:1])[CH3:5].